Dataset: Reaction yield outcomes from USPTO patents with 853,638 reactions. Task: Predict the reaction yield, written as a fraction of the theoretical maximum amount of product (1.0 means a 100% yield; for example, 0.34 means a 34% yield). (1) The reactants are Cl.C[O:3][C:4](=[O:38])[C:5]1[CH:10]=[CH:9][C:8]([O:11][C:12]2[CH:17]=[CH:16][C:15]([CH2:18][C@H:19]([NH2:37])[C:20]3[N:21]([CH2:33][CH2:34][CH2:35][CH3:36])[CH:22]=[C:23]([C:25]4[CH:30]=[CH:29][C:28]([Cl:31])=[CH:27][C:26]=4[Cl:32])[N:24]=3)=[CH:14][CH:13]=2)=[CH:7][CH:6]=1.[F:39][C:40]1[CH:41]=[C:42]([CH:46]=[C:47]([F:49])[CH:48]=1)[C:43]([OH:45])=O. No catalyst specified. The product is [CH2:33]([N:21]1[CH:22]=[C:23]([C:25]2[CH:30]=[CH:29][C:28]([Cl:31])=[CH:27][C:26]=2[Cl:32])[N:24]=[C:20]1[C@@H:19]([NH:37][C:43](=[O:45])[C:42]1[CH:46]=[C:47]([F:49])[CH:48]=[C:40]([F:39])[CH:41]=1)[CH2:18][C:15]1[CH:16]=[CH:17][C:12]([O:11][C:8]2[CH:9]=[CH:10][C:5]([C:4]([OH:38])=[O:3])=[CH:6][CH:7]=2)=[CH:13][CH:14]=1)[CH2:34][CH2:35][CH3:36]. The yield is 0.790. (2) The reactants are C1(C)C=CC=CC=1.Br[C:9]1[CH:14]=[CH:13][C:12]([N:15]2[C:19]3[CH:20]=[CH:21][CH:22]=[CH:23][C:18]=3[N:17]=[CH:16]2)=[CH:11][CH:10]=1.[NH2:24][CH2:25][CH2:26][O:27][CH2:28][CH2:29][OH:30].CC(C)([O-])C.[Na+]. The catalyst is C1C=CC(/C=C/C(/C=C/C2C=CC=CC=2)=O)=CC=1.C1C=CC(/C=C/C(/C=C/C2C=CC=CC=2)=O)=CC=1.C1C=CC(/C=C/C(/C=C/C2C=CC=CC=2)=O)=CC=1.[Pd].[Pd].C(Cl)(Cl)Cl. The product is [N:15]1([C:12]2[CH:13]=[CH:14][C:9]([NH:24][CH2:25][CH2:26][O:27][CH2:28][CH2:29][OH:30])=[CH:10][CH:11]=2)[C:19]2[CH:20]=[CH:21][CH:22]=[CH:23][C:18]=2[N:17]=[CH:16]1. The yield is 0.420. (3) The reactants are [CH3:1][O:2][C:3]1[CH:12]=[CH:11][CH:10]=[C:9]2[C:4]=1[CH2:5][CH2:6][C@H:7]([CH3:13])[NH:8]2.[ClH:14]. The catalyst is C(OCC)(=O)C. The product is [ClH:14].[CH3:1][O:2][C:3]1[CH:12]=[CH:11][CH:10]=[C:9]2[C:4]=1[CH2:5][CH2:6][C@H:7]([CH3:13])[NH:8]2. The yield is 0.890. (4) The reactants are Br[CH2:2][C:3]1[S:4][C:5]([C:12]([O:14][CH2:15][CH3:16])=[O:13])=[C:6]([O:8][CH:9]([CH3:11])[CH3:10])[N:7]=1.[C:17]([O-:20])(=[O:19])[CH3:18].[K+].[Cl-].[NH4+]. The catalyst is CN(C)C=O. The product is [C:17]([O:20][CH2:2][C:3]1[S:4][C:5]([C:12]([O:14][CH2:15][CH3:16])=[O:13])=[C:6]([O:8][CH:9]([CH3:11])[CH3:10])[N:7]=1)(=[O:19])[CH3:18]. The yield is 0.790. (5) The reactants are [CH:1]1([C@@H:4]2[CH2:9][CH2:8][NH:7][CH2:6][C@H:5]2[NH:10][P:11](=[O:18])([O:15][CH2:16][CH3:17])[O:12][CH2:13][CH3:14])[CH2:3][CH2:2]1.[CH:19](=O)[C:20]1[CH:25]=[CH:24][CH:23]=[CH:22][CH:21]=1.C(O)(=O)C.[BH3-]C#N.[Na+]. The catalyst is CO. The product is [CH2:19]([N:7]1[CH2:8][CH2:9][C@@H:4]([CH:1]2[CH2:2][CH2:3]2)[C@H:5]([NH:10][P:11](=[O:18])([O:12][CH2:13][CH3:14])[O:15][CH2:16][CH3:17])[CH2:6]1)[C:20]1[CH:25]=[CH:24][CH:23]=[CH:22][CH:21]=1. The yield is 1.00. (6) The reactants are [CH:1]([C:4]1[CH:11]=[CH:10][C:7]([CH:8]=O)=[CH:6][CH:5]=1)([CH3:3])[CH3:2].[NH2:12][C:13]1[CH:18]=[CH:17][C:16]([Cl:19])=[CH:15][N:14]=1.C([O:22][C:23](=O)[C:24]([OH:35])=[CH:25][C:26](=[O:34])[C:27]1[CH:32]=[CH:31][C:30]([CH3:33])=[CH:29][CH:28]=1)C. No catalyst specified. The product is [Cl:19][C:16]1[CH:17]=[CH:18][C:13]([N:12]2[CH:8]([C:7]3[CH:10]=[CH:11][C:4]([CH:1]([CH3:3])[CH3:2])=[CH:5][CH:6]=3)[C:25]([C:26](=[O:34])[C:27]3[CH:32]=[CH:31][C:30]([CH3:33])=[CH:29][CH:28]=3)=[C:24]([OH:35])[C:23]2=[O:22])=[N:14][CH:15]=1. The yield is 0.0700.